Task: Predict the reactants needed to synthesize the given product.. Dataset: Full USPTO retrosynthesis dataset with 1.9M reactions from patents (1976-2016) (1) The reactants are: CCN=C=N[CH2:6][CH2:7][CH2:8]N(C)C.[Cl:12][C:13]1[CH:14]=[CH:15][C:16]2[NH:20][C:19](=[O:21])[N:18]([CH:22]([C:26]3[CH:31]=[CH:30][CH:29]=[CH:28][CH:27]=3)[C:23]([OH:25])=O)[C:17]=2[CH:32]=1.C1C=CC2N(O)N=NC=2C=1.[N:43]1[CH:48]=[CH:47][C:46]([N:49]2[CH2:54][CH2:53][NH:52][CH2:51][CH2:50]2)=[CH:45][CH:44]=1.[CH2:55](N(C(C)C)C(C)C)C.[C:64](=[O:67])([O-])[O-:65].[K+].[K+]. Given the product [Cl:12][C:13]1[CH:14]=[CH:15][C:16]2[NH:20][C:19](=[O:21])[N:18]([CH:22]([C:26]3[CH:27]=[CH:28][CH:29]=[CH:30][CH:31]=3)[C:23]([N:52]3[CH2:51][CH2:50][N:49]([CH:46]4[CH2:47][CH2:48][N:43]([C:64]([O:65][C:7]([CH3:8])([CH3:55])[CH3:6])=[O:67])[CH2:44][CH2:45]4)[CH2:54][CH2:53]3)=[O:25])[C:17]=2[CH:32]=1, predict the reactants needed to synthesize it. (2) Given the product [CH3:11][C:8]([C:12]1[N:16]([CH2:17][CH:18]2[CH2:23][CH2:22][O:21][CH2:20][CH2:19]2)[C:15]2[CH:24]=[CH:25][C:26]([S:28]([N:31]3[CH:35]=[CH:34][C:33]([C:36]([OH:1])=[O:37])=[CH:32]3)(=[O:30])=[O:29])=[CH:27][C:14]=2[N:13]=1)([CH3:7])[CH2:9][CH3:10], predict the reactants needed to synthesize it. The reactants are: [OH:1]OS([O-])=O.[K+].[CH3:7][C:8]([C:12]1[N:16]([CH2:17][CH:18]2[CH2:23][CH2:22][O:21][CH2:20][CH2:19]2)[C:15]2[CH:24]=[CH:25][C:26]([S:28]([N:31]3[CH:35]=[CH:34][C:33]([CH:36]=[O:37])=[CH:32]3)(=[O:30])=[O:29])=[CH:27][C:14]=2[N:13]=1)([CH3:11])[CH2:9][CH3:10]. (3) Given the product [Br:1][C:2]1[CH:3]=[C:4]([CH:9]2[C:18]3[C:17](=[O:19])[N:16]([CH2:32][C:33]#[N:34])[CH:15]=[CH:14][C:13]=3[NH:12][C:11]([CH3:20])=[C:10]2[C:21]([O:23][CH3:24])=[O:22])[CH:5]=[CH:6][C:7]=1[F:8], predict the reactants needed to synthesize it. The reactants are: [Br:1][C:2]1[CH:3]=[C:4]([CH:9]2[C:18]3[C:17](=[O:19])[NH:16][CH:15]=[CH:14][C:13]=3[NH:12][C:11]([CH3:20])=[C:10]2[C:21]([O:23][CH3:24])=[O:22])[CH:5]=[CH:6][C:7]=1[F:8].C(=O)([O-])[O-].[K+].[K+].Br[CH2:32][C:33]#[N:34].